This data is from Full USPTO retrosynthesis dataset with 1.9M reactions from patents (1976-2016). The task is: Predict the reactants needed to synthesize the given product. (1) Given the product [C:24]([O:23][C:21](=[O:22])[NH:1][CH:2]([C:5]1[CH:10]=[CH:9][C:8]([I:11])=[CH:7][CH:6]=1)[CH2:3][OH:4])([CH3:27])([CH3:26])[CH3:25], predict the reactants needed to synthesize it. The reactants are: [NH2:1][CH:2]([C:5]1[CH:10]=[CH:9][C:8]([I:11])=[CH:7][CH:6]=1)[CH2:3][OH:4].C(N(CC)C(C)C)(C)C.[C:21](O[C:21]([O:23][C:24]([CH3:27])([CH3:26])[CH3:25])=[O:22])([O:23][C:24]([CH3:27])([CH3:26])[CH3:25])=[O:22]. (2) Given the product [CH3:33][C:7]1([O:20][C:21]2[CH:26]=[CH:25][C:24]([OH:27])=[C:23]([CH:29]([CH3:30])[CH3:31])[CH:22]=2)[CH:6]=[C:14]([CH3:15])[CH:13]=[C:12]2[C:8]1=[CH:9][C:10]([P:16]([OH:19])(=[O:18])[OH:17])=[N:11]2, predict the reactants needed to synthesize it. The reactants are: B(Br)(Br)Br.C[C:6]1[C:7]([O:20][C:21]2[CH:26]=[CH:25][C:24]([O:27]C)=[C:23]([CH:29]([CH3:31])[CH3:30])[CH:22]=2)=[C:8]2[C:12](=[CH:13][C:14]=1[CH3:15])[NH:11][C:10]([P:16]([OH:19])(=[O:18])[OH:17])=[CH:9]2.Cl[CH2:33]Cl. (3) The reactants are: [Si:1]([O:8][CH2:9][C@@H:10]([NH:16]C(=O)OC(C)(C)C)[C:11]([CH:13]1[CH2:15][CH2:14]1)=[CH2:12])([C:4]([CH3:7])([CH3:6])[CH3:5])([CH3:3])[CH3:2]. Given the product [Si:1]([O:8][CH2:9][C@@H:10]([NH2:16])[C:11]([CH:13]1[CH2:15][CH2:14]1)=[CH2:12])([C:4]([CH3:7])([CH3:6])[CH3:5])([CH3:3])[CH3:2], predict the reactants needed to synthesize it. (4) The reactants are: [OH-].[K+].C[C:4]1(C)C=C[C:11]2[C:6](=[CH:7][CH:8]=[C:9]([C:14](=[O:16])C)[CH:10]=2)[O:5]1.[CH2:18]([OH:20])C. Given the product [CH3:18][O:20][C:11]1[CH:10]=[C:9]([CH:8]=[CH:7][C:6]=1[O:5][CH3:4])[CH:14]=[O:16], predict the reactants needed to synthesize it. (5) The reactants are: C1[CH:5]2[C@@H:6]3[CH:10]=[CH:9][C@H:8]([CH:4]2C=C1)[CH2:7]3.[CH2:11]([O:15][C:16](=[O:19])C=C)[CH2:12][CH2:13][CH3:14].C1(C=CC(O)=CC=1)O. Given the product [CH2:11]([O:15][C:16]([C:6]12[CH2:7][CH:8]([CH2:4][CH2:5]1)[CH:9]=[CH:10]2)=[O:19])[CH2:12][CH2:13][CH3:14], predict the reactants needed to synthesize it. (6) Given the product [CH:29]1([C:2]2[N:7]=[C:6]([C:8]#[N:9])[CH:5]=[CH:4][C:3]=2[O:10][CH3:11])[CH2:30][CH2:25]1, predict the reactants needed to synthesize it. The reactants are: Br[C:2]1[N:7]=[C:6]([C:8]#[N:9])[CH:5]=[CH:4][C:3]=1[O:10][CH3:11].C1(P([CH:25]2[CH2:30][CH2:29]CCC2)C2CCCCC2)CCCCC1.P([O-])([O-])([O-])=O.[K+].[K+].[K+]. (7) The reactants are: Cl.[CH3:2][N:3]1[C:18]2[C:13](=[CH:14][CH:15]=[CH:16][CH:17]=2)[C:5]([CH2:6][C@@H:7]([C:9]([O:11][CH3:12])=[O:10])[NH2:8])=[CH:4]1.C(N(CC)CC)C.[F:26][C:27]1[CH:37]=[CH:36][CH:35]=[C:34]([F:38])[C:28]=1[CH:29]=[CH:30][C:31](O)=[O:32].CCN=C=NCCCN(C)C.Cl. Given the product [F:26][C:27]1[CH:37]=[CH:36][CH:35]=[C:34]([F:38])[C:28]=1[CH:29]=[CH:30][C:31]([NH:8][C@H:7]([C:9]([O:11][CH3:12])=[O:10])[CH2:6][C:5]1[C:13]2[C:18](=[CH:17][CH:16]=[CH:15][CH:14]=2)[N:3]([CH3:2])[CH:4]=1)=[O:32], predict the reactants needed to synthesize it.